This data is from Catalyst prediction with 721,799 reactions and 888 catalyst types from USPTO. The task is: Predict which catalyst facilitates the given reaction. (1) Product: [CH3:14][O:13][C:11]1[CH:10]=[CH:9][C:7]2[N:8]3[C:15]([CH3:16])=[N:2][N:1]=[C:3]3[N:4]=[N:5][C:6]=2[CH:12]=1. The catalyst class is: 8. Reactant: [NH:1]([C:3]1[N:4]=[N:5][C:6]2[CH:12]=[C:11]([O:13][CH3:14])[CH:10]=[CH:9][C:7]=2[N:8]=1)[NH2:2].[CH2:15](OC(OCC)(OCC)C)[CH3:16]. (2) Reactant: COC1C=C(OC)C=CC=1C[O:12][C:13]1[C:18]2[N:19]=[C:20]([C:22]3[C:23]([NH2:28])=[N:24][CH:25]=[CH:26][CH:27]=3)[O:21][C:17]=2[CH:16]=[CH:15][CH:14]=1. Product: [NH2:28][C:23]1[C:22]([C:20]2[O:21][C:17]3[C:18](=[C:13]([OH:12])[CH:14]=[CH:15][CH:16]=3)[N:19]=2)=[CH:27][CH:26]=[CH:25][N:24]=1. The catalyst class is: 67. (3) The catalyst class is: 7. Product: [CH3:22][S:23]([C:26]1[CH:31]=[CH:30][C:29]([CH:32]=[CH:33][C:34]([NH:21][C:18]2[CH:19]=[CH:20][C:12]([CH2:1][C:2]3[CH:10]=[CH:9][C:8]([NH:11][C:37](=[O:40])[CH:33]=[CH:32][C:29]4[CH:28]=[CH:27][C:26](=[S:23](=[O:25])=[O:24])[CH2:31][CH:30]=4)=[CH:4][CH:3]=3)=[CH:13][C:14]=2[C:15]([OH:17])=[O:16])=[O:35])=[CH:28][CH:27]=1)(=[O:25])=[O:24]. Reactant: [CH2:1]([C:12]1[CH:13]=[C:14]([C:18]([NH2:21])=[CH:19][CH:20]=1)[C:15]([OH:17])=[O:16])[C:2]1[CH:3]=[C:4]([C:8]([NH2:11])=[CH:9][CH:10]=1)C(O)=O.[CH3:22][S:23]([C:26]1[CH:31]=[CH:30][C:29]([CH:32]=[CH:33][C:34](Cl)=[O:35])=[CH:28][CH:27]=1)(=[O:25])=[O:24].[C:37](=[O:40])(O)[O-].[Na+]. (4) Reactant: Cl[C:2]1[CH:12]=[C:6]2[N:7]([CH3:11])[CH2:8][CH2:9][CH2:10][N:5]2[C:4](=[O:13])[N:3]=1.[OH:14][CH2:15][C:16]1[CH:17]=[CH:18][C:19]([O:24][C:25]2[CH:30]=[CH:29][C:28]([C:31]([F:34])([F:33])[F:32])=[CH:27][N:26]=2)=[C:20]([CH:23]=1)[C:21]#[N:22].[H-].[Na+]. Product: [CH3:11][N:7]1[CH2:8][CH2:9][CH2:10][N:5]2[C:4](=[O:13])[N:3]=[C:2]([O:14][CH2:15][C:16]3[CH:17]=[CH:18][C:19]([O:24][C:25]4[CH:30]=[CH:29][C:28]([C:31]([F:34])([F:32])[F:33])=[CH:27][N:26]=4)=[C:20]([CH:23]=3)[C:21]#[N:22])[CH:12]=[C:6]12. The catalyst class is: 9. (5) Reactant: [NH2:1][C:2]1[CH:3]=[C:4]([C:9]2[S:13][C:12]([N:14]3[CH2:20][CH2:19][CH2:18][NH:17][C:16](=[O:21])[CH2:15]3)=[N:11][C:10]=2[Cl:22])[CH:5]=[C:6]([CH3:8])[CH:7]=1.Cl[C:24]1[N:29]=[C:28]([O:30][CH3:31])[CH:27]=[CH:26][N:25]=1.C(=O)([O-])[O-].[K+].[K+].C1(P(C2CCCCC2)C2C=CC=CC=2C2C(C(C)C)=CC(C(C)C)=CC=2C(C)C)CCCCC1.C(O)(C(F)(F)F)=O. Product: [Cl:22][C:10]1[N:11]=[C:12]([N:14]2[CH2:20][CH2:19][CH2:18][NH:17][C:16](=[O:21])[CH2:15]2)[S:13][C:9]=1[C:4]1[CH:5]=[C:6]([CH3:8])[CH:7]=[C:2]([NH:1][C:24]2[N:29]=[C:28]([O:30][CH3:31])[CH:27]=[CH:26][N:25]=2)[CH:3]=1. The catalyst class is: 110. (6) Reactant: C(N(CC)CC)C.[NH:8]1[CH2:15][CH2:14][CH2:13][C@H:9]1[C:10]([NH2:12])=[O:11].[NH:16]([C:36]([O:38][C:39]([CH3:42])([CH3:41])[CH3:40])=[O:37])[C@H:17]([C:26](ON1C(=O)CCC1=O)=[O:27])[CH2:18][C:19]1[CH:24]=[CH:23][C:22]([I:25])=[CH:21][CH:20]=1. Product: [NH:16]([C:36]([O:38][C:39]([CH3:42])([CH3:41])[CH3:40])=[O:37])[C@H:17]([C:26]([N:8]1[CH2:15][CH2:14][CH2:13][C@H:9]1[C:10]([NH2:12])=[O:11])=[O:27])[CH2:18][C:19]1[CH:20]=[CH:21][C:22]([I:25])=[CH:23][CH:24]=1. The catalyst class is: 3. (7) Reactant: [O:1]1[CH2:3][CH:2]1[CH2:4][O:5][C:6]1[C:14]2[NH:13][C:12](=[O:15])[NH:11][C:10]=2[CH:9]=[CH:8][CH:7]=1.[CH2:16]([NH:23][CH:24]1[CH2:30][CH2:29][CH2:28][C:27]2[CH:31]=[C:32]([OH:35])[CH:33]=[CH:34][C:26]=2[CH2:25]1)[C:17]1[CH:22]=[CH:21][CH:20]=[CH:19][CH:18]=1. Product: [CH2:16]([N:23]([CH2:3][CH:2]([OH:1])[CH2:4][O:5][C:6]1[C:14]2[NH:13][C:12](=[O:15])[NH:11][C:10]=2[CH:9]=[CH:8][CH:7]=1)[CH:24]1[CH2:30][CH2:29][CH2:28][C:27]2[CH:31]=[C:32]([OH:35])[CH:33]=[CH:34][C:26]=2[CH2:25]1)[C:17]1[CH:18]=[CH:19][CH:20]=[CH:21][CH:22]=1. The catalyst class is: 8.